From a dataset of Full USPTO retrosynthesis dataset with 1.9M reactions from patents (1976-2016). Predict the reactants needed to synthesize the given product. (1) Given the product [N:17]1([C:2]2[N:7]=[C:6]([NH:8][C@H:9]([C:11]3[CH:16]=[CH:15][CH:14]=[CH:13][CH:12]=3)[CH3:10])[CH:5]=[N:4][CH:3]=2)[C:21]2[CH:22]=[CH:23][CH:24]=[CH:25][C:20]=2[N:19]=[CH:18]1, predict the reactants needed to synthesize it. The reactants are: Cl[C:2]1[N:7]=[C:6]([NH:8][C@H:9]([C:11]2[CH:16]=[CH:15][CH:14]=[CH:13][CH:12]=2)[CH3:10])[CH:5]=[N:4][CH:3]=1.[N:17]1[C:21]2[CH:22]=[CH:23][CH:24]=[CH:25][C:20]=2[NH:19][CH:18]=1. (2) Given the product [CH3:1][C:2]1[N:3]([CH2:15][CH2:16][C:17]([N:19]2[CH2:20][CH2:21][O:22][CH2:23][CH2:24]2)=[O:18])[C:4]2[C:13]3[CH:12]=[CH:11][CH:10]=[CH:9][C:8]=3[N:7]=[C:6]([NH2:37])[C:5]=2[N:14]=1, predict the reactants needed to synthesize it. The reactants are: [CH3:1][C:2]1[N:3]([CH2:15][CH2:16][C:17]([N:19]2[CH2:24][CH2:23][O:22][CH2:21][CH2:20]2)=[O:18])[C:4]2[C:13]3[CH:12]=[CH:11][CH:10]=[CH:9][C:8]=3[N:7]=[CH:6][C:5]=2[N:14]=1.C1C=C(Cl)C=C(C(OO)=O)C=1.[OH-].[NH4+:37].C1(C)C=CC(S(Cl)(=O)=O)=CC=1. (3) Given the product [CH2:1]([O:3][C:4]([C:6]1[C:12]2[NH:13][C:14]3[CH:15]=[CH:16][CH:17]=[C:18]([OH:41])[C:19]=3[C:11]=2[CH2:10][CH2:9][N:8]([C:30](=[O:38])[C:31]2[CH:36]=[CH:35][C:34]([F:37])=[CH:33][CH:32]=2)[CH:7]=1)=[O:5])[CH3:2], predict the reactants needed to synthesize it. The reactants are: [CH2:1]([O:3][C:4]([C:6]1[C:12]2[NH:13][C:14]3[CH:15]=[C:16](OCC4C=CC=CC=4)[CH:17]=[CH:18][C:19]=3[C:11]=2[C:10](C)(C)[CH2:9][N:8]([C:30](=[O:38])[C:31]2[CH:36]=[CH:35][C:34]([F:37])=[CH:33][CH:32]=2)[CH:7]=1)=[O:5])[CH3:2].C([O:41]C(C1C2NC3C=CC(OCC4C=CC=CC=4)=CC=3C=2C(C)(C)CN(C(=O)C2C=CC(F)=CC=2)C=1)=O)C.C(OC(C1C2NC3C=CC(N(CC4C=CC=CC=4)CC4C=CC=CC=4)=CC=3C=2C(C)(C)CN(C(=O)C2C=CC(F)=CC=2)C=1)=O)C. (4) Given the product [C:58]([O:62][C:63](=[O:72])[NH:64][C:65]([CH3:71])([CH2:68][CH2:69][CH3:70])[CH2:66][NH:67][C:45]([C:44]1[C:43]([CH3:48])=[N:42][N:29]2[C:30]([O:32][CH2:33][C:34]3[C:35]([F:41])=[CH:36][CH:37]=[CH:38][C:39]=3[F:40])=[CH:31][C:26]([CH:23]3[CH2:25][CH2:24]3)=[CH:27][C:28]=12)=[O:46])([CH3:61])([CH3:60])[CH3:59], predict the reactants needed to synthesize it. The reactants are: ON1C2N=CC=CC=2N=N1.Cl.CN(C)CCCN=C=NCC.[CH:23]1([C:26]2[CH:31]=[C:30]([O:32][CH2:33][C:34]3[C:39]([F:40])=[CH:38][CH:37]=[CH:36][C:35]=3[F:41])[N:29]3[N:42]=[C:43]([CH3:48])[C:44]([C:45](O)=[O:46])=[C:28]3[CH:27]=2)[CH2:25][CH2:24]1.C(N(CC)C(C)C)(C)C.[C:58]([O:62][C:63](=[O:72])[NH:64][C:65]([CH3:71])([CH2:68][CH2:69][CH3:70])[CH2:66][NH2:67])([CH3:61])([CH3:60])[CH3:59]. (5) Given the product [CH2:1]([O:3][C:4](=[O:25])[C:5]([CH3:24])([O:17][C:18]1[CH:23]=[CH:22][CH:21]=[CH:20][CH:19]=1)[CH2:6][C:7]1[CH:12]=[CH:11][C:10]([OH:13])=[C:9]([CH2:33][CH:28]=[CH2:29])[CH:8]=1)[CH3:2], predict the reactants needed to synthesize it. The reactants are: [CH2:1]([O:3][C:4](=[O:25])[C:5]([CH3:24])([O:17][C:18]1[CH:23]=[CH:22][CH:21]=[CH:20][CH:19]=1)[CH2:6][C:7]1[CH:12]=[CH:11][C:10]([O:13]CC=C)=[CH:9][CH:8]=1)[CH3:2].CN(C)[C:28]1[CH:33]=CC=C[CH:29]=1. (6) Given the product [CH3:13][C:11]1[C:5]2[N:6]=[C:7]([NH2:10])[N:8]=[N:9][C:4]=2[CH:3]=[C:2]([C:21]2[CH:20]=[CH:19][CH:18]=[C:17]([N+:14]([O-:16])=[O:15])[CH:22]=2)[CH:12]=1, predict the reactants needed to synthesize it. The reactants are: Br[C:2]1[CH:12]=[C:11]([CH3:13])[C:5]2[N:6]=[C:7]([NH2:10])[N:8]=[N:9][C:4]=2[CH:3]=1.[N+:14]([C:17]1[CH:18]=[C:19](B(O)O)[CH:20]=[CH:21][CH:22]=1)([O-:16])=[O:15].C(=O)([O-])[O-].[Na+].[Na+].